Dataset: Full USPTO retrosynthesis dataset with 1.9M reactions from patents (1976-2016). Task: Predict the reactants needed to synthesize the given product. (1) Given the product [C:17]1([CH3:20])[CH:16]=[CH:15][C:14]([NH:13][S:12]([C:8]2[CH:7]=[C:6]([CH:5]=[CH:4][C:3]([OH:23])=[O:2])[CH:11]=[CH:10][CH:9]=2)(=[O:21])=[O:22])=[CH:19][CH:18]=1, predict the reactants needed to synthesize it. The reactants are: C[O:2][C:3](=[O:23])[CH:4]=[CH:5][C:6]1[CH:11]=[CH:10][CH:9]=[C:8]([S:12](=[O:22])(=[O:21])[NH:13][C:14]2[CH:19]=[CH:18][C:17]([CH3:20])=[CH:16][CH:15]=2)[CH:7]=1.CO. (2) Given the product [NH2:55][C:53](=[O:54])[CH2:52][NH:51][C:15]([C:14]1[CH:13]=[N:12][N:10]2[CH:11]=[C:6]([CH2:5][C:4]3[CH:18]=[CH:19][C:20]([F:21])=[C:2]([Cl:1])[CH:3]=3)[CH:7]=[N:8][C:9]=12)=[O:17], predict the reactants needed to synthesize it. The reactants are: [Cl:1][C:2]1[CH:3]=[C:4]([CH:18]=[CH:19][C:20]=1[F:21])[CH2:5][C:6]1[CH:7]=[N:8][C:9]2[N:10]([N:12]=[CH:13][C:14]=2[C:15]([OH:17])=O)[CH:11]=1.CN(C(ON1N=NC2C=CC=CC1=2)=[N+](C)C)C.[B-](F)(F)(F)F.C(N(CC)CC)C.[NH2:51][CH2:52][C:53]([NH2:55])=[O:54]. (3) The reactants are: [CH3:1][C:2]1[N:7]=[CH:6][C:5]([NH2:8])=[CH:4][CH:3]=1.C(OC([NH:16][CH2:17][CH2:18][CH2:19][CH2:20][C@H:21]([NH:25][C:26]([O:28][CH2:29][CH:30]1[C:42]2[CH:41]=[CH:40][CH:39]=[CH:38][C:37]=2[C:36]2[C:31]1=[CH:32][CH:33]=[CH:34][CH:35]=2)=[O:27])[C:22](O)=[O:23])=O)(C)(C)C. Given the product [CH:32]1[C:31]2[CH:30]([CH2:29][O:28][C:26](=[O:27])[NH:25][C@H:21]([C:22](=[O:23])[NH:8][C:5]3[CH:6]=[N:7][C:2]([CH3:1])=[CH:3][CH:4]=3)[CH2:20][CH2:19][CH2:18][CH2:17][NH2:16])[C:42]3[C:37](=[CH:38][CH:39]=[CH:40][CH:41]=3)[C:36]=2[CH:35]=[CH:34][CH:33]=1, predict the reactants needed to synthesize it. (4) Given the product [F:1][C:2]([C:5]1[CH:6]=[CH:7][C:8]([CH:11]2[CH2:16][N:15]([C:29]([O:31][C:32]3[CH:33]=[CH:34][C:35]([N+:38]([O-:40])=[O:39])=[CH:36][CH:37]=3)=[O:30])[CH2:14][CH:13]([C:17]([O:19][CH3:20])=[O:18])[CH2:12]2)=[CH:9][CH:10]=1)([F:4])[CH3:3], predict the reactants needed to synthesize it. The reactants are: [F:1][C:2]([C:5]1[CH:10]=[CH:9][C:8]([CH:11]2[CH2:16][NH:15][CH2:14][CH:13]([C:17]([O:19][CH3:20])=[O:18])[CH2:12]2)=[CH:7][CH:6]=1)([F:4])[CH3:3].C(N(CC)CC)C.Cl[C:29]([O:31][C:32]1[CH:37]=[CH:36][C:35]([N+:38]([O-:40])=[O:39])=[CH:34][CH:33]=1)=[O:30]. (5) Given the product [CH3:1][C:68]1([CH3:69])[CH2:55][N:54]2[C:63]([CH3:64])([O:65][CH2:51][C:52]([CH3:62])([CH3:57])[CH2:53]2)[O:66][CH2:67]1, predict the reactants needed to synthesize it. The reactants are: [C:1](OC(C)COC)(=O)C.C([O-])(=O)CCCCCCCCCCC.C([O-])(=O)CCCCCCCCCCC.C([Sn+2]CCCC)CCC.O=C=NC1CC(C)(C)[CH2:57][C:52]([CH3:62])([CH2:53][N:54]=[C:55]=O)[CH2:51]1.[C:63]([O:66][CH2:67][CH2:68][CH2:69]C)(=[O:65])[CH3:64]. (6) Given the product [Cl:5][C:6]1[CH:7]=[CH:8][C:9]([C:12]2[S:13][CH:14]=[C:15]([C:18]([CH3:20])=[O:19])[C:16]=2[OH:17])=[CH:10][CH:11]=1, predict the reactants needed to synthesize it. The reactants are: C(Cl)(Cl)Cl.[Cl:5][C:6]1[CH:11]=[CH:10][C:9]([CH:12]2[C:16]([OH:17])=[C:15]([C:18]([CH3:20])=[O:19])[CH2:14][S:13]2)=[CH:8][CH:7]=1.S(Cl)(Cl)(=O)=O.O. (7) Given the product [ClH:16].[NH:8]([C:10]1[CH:11]=[N:12][CH:13]=[CH:14][CH:15]=1)[NH2:9], predict the reactants needed to synthesize it. The reactants are: C(OC([N:8]([C:10]1[CH:11]=[N:12][CH:13]=[CH:14][CH:15]=1)[NH2:9])=O)(C)(C)C.[ClH:16].